Dataset: Peptide-MHC class II binding affinity with 134,281 pairs from IEDB. Task: Regression. Given a peptide amino acid sequence and an MHC pseudo amino acid sequence, predict their binding affinity value. This is MHC class II binding data. (1) The MHC is DRB1_1501 with pseudo-sequence DRB1_1501. The binding affinity (normalized) is 0.487. The peptide sequence is TWTSIPTLAAQFPFN. (2) The peptide sequence is LALVGFLGGLITGTS. The MHC is HLA-DQA10101-DQB10501 with pseudo-sequence HLA-DQA10101-DQB10501. The binding affinity (normalized) is 0.467. (3) The peptide sequence is IPKGDFLTGPLNFTG. The MHC is HLA-DQA10102-DQB10602 with pseudo-sequence HLA-DQA10102-DQB10602. The binding affinity (normalized) is 0.